From a dataset of Full USPTO retrosynthesis dataset with 1.9M reactions from patents (1976-2016). Predict the reactants needed to synthesize the given product. The reactants are: [CH:1]1([NH:7][C:8]([C:10]2[C:15]([OH:16])=[CH:14][C:13](=[O:17])[N:12]([CH2:18][C:19]3[CH:24]=[CH:23][C:22]([C:25]([F:28])([F:27])[F:26])=[CH:21][C:20]=3[F:29])[CH:11]=2)=[O:9])[CH2:6][CH2:5][CH2:4][CH2:3][CH2:2]1.FC1C=C(C(F)(F)F)C=CC=1C[N:42]1[C:47](=[O:48])C=C(O)C(C(OC)=O)=C1.C1(N)CCCCC1.Cl.[C:62]([O:65]CC)(=[O:64])[CH3:63]. Given the product [CH:1]1([NH:7][C:8]([C:10]2[C:15]([OH:16])=[C:14]([C:47]([NH:42][CH2:63][C:62]([OH:65])=[O:64])=[O:48])[C:13](=[O:17])[N:12]([CH2:18][C:19]3[CH:24]=[CH:23][C:22]([C:25]([F:28])([F:26])[F:27])=[CH:21][C:20]=3[F:29])[CH:11]=2)=[O:9])[CH2:6][CH2:5][CH2:4][CH2:3][CH2:2]1, predict the reactants needed to synthesize it.